From a dataset of Catalyst prediction with 721,799 reactions and 888 catalyst types from USPTO. Predict which catalyst facilitates the given reaction. (1) The catalyst class is: 2. Reactant: Br.[Br:2][CH2:3][CH2:4][CH2:5][NH2:6].C(N(CC)CC)C.[C:14]([O:18][C:19](O[C:19]([O:18][C:14]([CH3:17])([CH3:16])[CH3:15])=[O:20])=[O:20])([CH3:17])([CH3:16])[CH3:15]. Product: [Br:2][CH2:3][CH2:4][CH2:5][NH:6][C:19](=[O:20])[O:18][C:14]([CH3:17])([CH3:16])[CH3:15]. (2) Reactant: [CH2:1]([C@@H:3]([NH:6][C:7]1[N:8]=[C:9]([C:20]2[CH:25]=[C:24]([O:26]C)[CH:23]=[C:22]([Cl:28])[CH:21]=2)[C:10]2[C:15]([NH2:16])=[C:14]([C:17]([NH2:19])=[O:18])[S:13][C:11]=2[N:12]=1)[CH2:4][OH:5])[CH3:2].B(Br)(Br)Br.C([O-])(O)=O.[Na+]. Product: [CH2:1]([C@@H:3]([NH:6][C:7]1[N:8]=[C:9]([C:20]2[CH:21]=[C:22]([Cl:28])[CH:23]=[C:24]([OH:26])[CH:25]=2)[C:10]2[C:15]([NH2:16])=[C:14]([C:17]([NH2:19])=[O:18])[S:13][C:11]=2[N:12]=1)[CH2:4][OH:5])[CH3:2]. The catalyst class is: 2. (3) Reactant: [S:1]1[C:5]2[CH:6]=[CH:7][CH:8]=[CH:9][C:4]=2[N:3]=[C:2]1[N:10](COCC[Si](C)(C)C)[C:11]([C:13]1[CH:14]=[CH:15][CH:16]=[C:17]2[C:22]=1[CH2:21][N:20]([C:23]1[S:24][C:25]([CH2:35][CH2:36][CH2:37][OH:38])=[C:26]([C:28]([O:30]C(C)(C)C)=[O:29])[N:27]=1)[CH2:19][CH2:18]2)=[O:12].[ClH:47].CO. Product: [S:1]1[C:5]2[CH:6]=[CH:7][CH:8]=[CH:9][C:4]=2[N:3]=[C:2]1[NH:10][C:11]([C:13]1[CH:14]=[CH:15][CH:16]=[C:17]2[C:22]=1[CH2:21][N:20]([C:23]1[S:24][C:25]([CH2:35][CH2:36][CH2:37][OH:38])=[C:26]([C:28]([OH:30])=[O:29])[N:27]=1)[CH2:19][CH2:18]2)=[O:12].[ClH:47]. The catalyst class is: 158. (4) Reactant: [Cl:1][C:2]1[CH:3]=[C:4]([N:13]([CH2:20][CH3:21])[C@H:14]2[C@H:18]([OH:19])[CH2:17][O:16][CH2:15]2)[C:5]([CH3:12])=[C:6]([CH:11]=1)[C:7]([O:9]C)=[O:8].[H-].[Na+].Br[CH2:25][CH2:26][O:27][CH3:28]. Product: [Cl:1][C:2]1[CH:3]=[C:4]([N:13]([CH2:20][CH3:21])[C@H:14]2[C@H:18]([O:19][CH2:25][CH2:26][O:27][CH3:28])[CH2:17][O:16][CH2:15]2)[C:5]([CH3:12])=[C:6]([CH:11]=1)[C:7]([OH:9])=[O:8]. The catalyst class is: 3. (5) Reactant: [C:1](OC(=O)C)(=[O:3])[CH3:2].[OH:8][C:9]([C:11]([F:14])([F:13])[F:12])=[O:10].[F:15][C:16]1[CH:42]=[C:41]([F:43])[CH:40]=[CH:39][C:17]=1[O:18][CH:19]1[CH2:24][CH2:23][N:22]([C:25]2[N:30]=[C:29]3[CH2:31][NH:32][CH2:33][CH2:34][C:28]3=[N:27][C:26]=2[NH:35][CH:36]([CH3:38])[CH3:37])[CH2:21][CH2:20]1.N1C=CC=CC=1. Product: [F:15][C:16]1[CH:42]=[C:41]([F:43])[CH:40]=[CH:39][C:17]=1[O:18][CH:19]1[CH2:20][CH2:21][N:22]([C:25]2[N:30]=[C:29]3[CH2:31][N:32]([C:1](=[O:3])[CH3:2])[CH2:33][CH2:34][C:28]3=[N:27][C:26]=2[NH:35][CH:36]([CH3:38])[CH3:37])[CH2:23][CH2:24]1.[C:9]([OH:10])([C:11]([F:14])([F:13])[F:12])=[O:8]. The catalyst class is: 2. (6) Reactant: [Br:1][C:2]1[CH:3]=[CH:4][C:5]([O:12][CH3:13])=[C:6]([S:8](Cl)(=[O:10])=[O:9])[CH:7]=1.[C:14]([N:21]1[CH2:24][C:23]([NH2:26])([CH3:25])[CH2:22]1)([O:16][C:17]([CH3:20])([CH3:19])[CH3:18])=[O:15].CCN(CC)CC. Product: [Br:1][C:2]1[CH:3]=[CH:4][C:5]([O:12][CH3:13])=[C:6]([S:8]([NH:26][C:23]2([CH3:25])[CH2:24][N:21]([C:14]([O:16][C:17]([CH3:20])([CH3:19])[CH3:18])=[O:15])[CH2:22]2)(=[O:10])=[O:9])[CH:7]=1. The catalyst class is: 1. (7) Reactant: [O:1]=[CH:2][CH2:3][C@H:4]1[CH2:9][CH2:8][C@H:7]([NH:10][C:11](=[O:17])[O:12][C:13]([CH3:16])([CH3:15])[CH3:14])[CH2:6][CH2:5]1.CC#N.[C:21](O)(=O)[C:22](O)=[O:23].[O-]S([O-])(=O)=O.[Mg+2]. Product: [O:1]1[CH2:21][CH2:22][O:23][CH:2]1[CH2:3][C@H:4]1[CH2:5][CH2:6][C@H:7]([NH:10][C:11](=[O:17])[O:12][C:13]([CH3:14])([CH3:16])[CH3:15])[CH2:8][CH2:9]1. The catalyst class is: 196. (8) Reactant: [CH3:1][C:2]1([CH3:10])[O:6][CH:5]([CH2:7][CH2:8][OH:9])[CH2:4][O:3]1.N1C=CC=C[CH:12]=1.[C:31]1(C)[C:30]([S:27](O[S:27]([C:30]2[C:31](C)=[CH:32][CH:33]=[CH:34][CH:35]=2)(=[O:29])=[O:28])(=[O:29])=[O:28])=[CH:35][CH:34]=[CH:33][CH:32]=1. Product: [CH3:12][C:33]1[CH:34]=[CH:35][C:30]([S:27]([O:9][CH2:8][CH2:7][CH:5]2[CH2:4][O:3][C:2]([CH3:10])([CH3:1])[O:6]2)(=[O:28])=[O:29])=[CH:31][CH:32]=1. The catalyst class is: 2. (9) Reactant: [C:1]1([S:7](Cl)(=[O:9])=[O:8])[CH:6]=[CH:5][CH:4]=[CH:3][CH:2]=1.[NH2:11][C:12]1[CH:32]=[CH:31][C:15]([CH2:16][NH:17][C:18]2[C:27]3[C:22](=[C:23]([C:28]([NH2:30])=[O:29])[CH:24]=[CH:25][CH:26]=3)[N:21]=[CH:20][N:19]=2)=[CH:14][CH:13]=1.C(N(CC)CC)C. Product: [C:1]1([S:7]([NH:11][C:12]2[CH:13]=[CH:14][C:15]([CH2:16][NH:17][C:18]3[C:27]4[C:22](=[C:23]([C:28]([NH2:30])=[O:29])[CH:24]=[CH:25][CH:26]=4)[N:21]=[CH:20][N:19]=3)=[CH:31][CH:32]=2)(=[O:9])=[O:8])[CH:6]=[CH:5][CH:4]=[CH:3][CH:2]=1. The catalyst class is: 2.